Dataset: Reaction yield outcomes from USPTO patents with 853,638 reactions. Task: Predict the reaction yield, written as a fraction of the theoretical maximum amount of product (1.0 means a 100% yield; for example, 0.34 means a 34% yield). (1) The reactants are C[O:2][C:3]([C:5]1[S:9][C:8]([N:10]2[CH2:15][CH2:14][N:13]([S:16]([C:19]3[CH:24]=[CH:23][C:22]([C:25]([F:28])([F:27])[F:26])=[CH:21][CH:20]=3)(=[O:18])=[O:17])[CH2:12][CH2:11]2)=[N:7][CH:6]=1)=O.Cl.[NH2:30][OH:31].C[O-].[Na+].CO. The catalyst is O1CCOCC1. The product is [OH:31][NH:30][C:3]([C:5]1[S:9][C:8]([N:10]2[CH2:11][CH2:12][N:13]([S:16]([C:19]3[CH:20]=[CH:21][C:22]([C:25]([F:26])([F:28])[F:27])=[CH:23][CH:24]=3)(=[O:18])=[O:17])[CH2:14][CH2:15]2)=[N:7][CH:6]=1)=[O:2]. The yield is 0.160. (2) The reactants are [NH2:1][C:2]1[N:3]=[CH:4][C:5]2[CH2:6][C:7](=[O:24])[NH:8][C:9]3[CH:16]=[C:15]([Cl:17])[C:14]([CH2:18][CH2:19][CH2:20][N:21]([CH3:23])[CH3:22])=[CH:13][C:10]=3[C:11]=2[N:12]=1.Br[C:26]1[C:27]([CH3:32])=[N:28][CH:29]=[CH:30][CH:31]=1.C(O)(C)(C)C.CC(C)([O-])C.[K+]. The catalyst is C1C=CC(/C=C/C(/C=C/C2C=CC=CC=2)=O)=CC=1.C1C=CC(/C=C/C(/C=C/C2C=CC=CC=2)=O)=CC=1.C1C=CC(/C=C/C(/C=C/C2C=CC=CC=2)=O)=CC=1.[Pd].[Pd].CC(C1C=C(C(C)C)C(C2C=CC=CC=2P(C2CCCCC2)C2CCCCC2)=C(C(C)C)C=1)C.O. The product is [Cl:17][C:15]1[C:14]([CH2:18][CH2:19][CH2:20][N:21]([CH3:22])[CH3:23])=[CH:13][C:10]2[C:11]3[N:12]=[C:2]([NH:1][C:26]4[C:27]([CH3:32])=[N:28][CH:29]=[CH:30][CH:31]=4)[N:3]=[CH:4][C:5]=3[CH2:6][C:7](=[O:24])[NH:8][C:9]=2[CH:16]=1. The yield is 0.750. (3) The reactants are Cl[C:2]1[N:7]=[N:6][CH:5]=[C:4]([C:8]([O:10][CH3:11])=[O:9])[CH:3]=1.Cl.[CH3:13][NH:14][CH3:15].C(N(CC)CC)C. The catalyst is C1COCC1. The product is [CH3:13][N:14]([CH3:15])[C:2]1[N:7]=[N:6][CH:5]=[C:4]([C:8]([O:10][CH3:11])=[O:9])[CH:3]=1. The yield is 0.440.